From a dataset of Catalyst prediction with 721,799 reactions and 888 catalyst types from USPTO. Predict which catalyst facilitates the given reaction. (1) Reactant: Cl.[CH3:2][O:3][C:4]([CH3:13])([CH3:12])[C@@H:5]([C:7]([N:9]([CH3:11])[CH3:10])=[O:8])[NH2:6].C(N(CC)CC)C.S=[C:22]1[CH2:26][S:25][C:24](=[O:27])[NH:23]1. Product: [CH3:2][O:3][C:4]([CH3:13])([CH3:12])[C@@H:5]([C:7]([N:9]([CH3:10])[CH3:11])=[O:8])[NH:6][C:22]1[CH2:26][S:25][C:24](=[O:27])[N:23]=1. The catalyst class is: 8. (2) Reactant: [NH2:1][C:2]1[CH:3]=[CH:4][C:5]([O:8][C:9]2[CH:10]=[CH:11][C:12]([Cl:22])=[C:13]([NH:15][C:16](=[O:21])[C:17]([F:20])([F:19])[F:18])[CH:14]=2)=[N:6][CH:7]=1.[S-:23][C:24]#[N:25].[K+].BrBr. Product: [NH2:25][C:24]1[S:23][C:7]2[C:2]([N:1]=1)=[CH:3][CH:4]=[C:5]([O:8][C:9]1[CH:10]=[CH:11][C:12]([Cl:22])=[C:13]([NH:15][C:16](=[O:21])[C:17]([F:20])([F:18])[F:19])[CH:14]=1)[N:6]=2. The catalyst class is: 15.